Predict the reaction yield, written as a fraction of the theoretical maximum amount of product (1.0 means a 100% yield; for example, 0.34 means a 34% yield). From a dataset of Reaction yield outcomes from USPTO patents with 853,638 reactions. (1) The reactants are [H-].[Na+].[C:3]([N:10]1[CH2:15][CH2:14][NH:13][CH2:12][CH2:11]1)([O:5][C:6]([CH3:9])([CH3:8])[CH3:7])=[O:4].[F:16][C:17]1[CH:24]=[CH:23][CH:22]=[C:21](F)[C:18]=1[C:19]#[N:20]. The catalyst is CN(C=O)C. The product is [C:6]([O:5][C:3]([N:10]1[CH2:11][CH2:12][N:13]([C:21]2[CH:22]=[CH:23][CH:24]=[C:17]([F:16])[C:18]=2[C:19]#[N:20])[CH2:14][CH2:15]1)=[O:4])([CH3:9])([CH3:8])[CH3:7]. The yield is 0.750. (2) The reactants are [CH2:1]([O:8][C:9]1[N:24]=[C:23]([C:25]2[CH:33]=[CH:32][C:31]3[N:30]4[CH2:34][CH:35]([NH:37][CH3:38])[CH2:36][C:29]4=[CH:28][C:27]=3[CH:26]=2)[C:22]([CH3:39])=[C:21]([O:40][CH2:41][C:42]2[CH:47]=[CH:46][CH:45]=[CH:44][CH:43]=2)[C:10]=1[C:11]([O:13][CH2:14][C:15]1[CH:20]=[CH:19][CH:18]=[CH:17][CH:16]=1)=[O:12])[C:2]1[CH:7]=[CH:6][CH:5]=[CH:4][CH:3]=1.[C:48](O[BH-](OC(=O)C)OC(=O)C)(=O)C.[Na+]. The catalyst is ClCCCl.C=O. The product is [CH2:1]([O:8][C:9]1[N:24]=[C:23]([C:25]2[CH:33]=[CH:32][C:31]3[N:30]4[CH2:34][CH:35]([N:37]([CH3:48])[CH3:38])[CH2:36][C:29]4=[CH:28][C:27]=3[CH:26]=2)[C:22]([CH3:39])=[C:21]([O:40][CH2:41][C:42]2[CH:43]=[CH:44][CH:45]=[CH:46][CH:47]=2)[C:10]=1[C:11]([O:13][CH2:14][C:15]1[CH:16]=[CH:17][CH:18]=[CH:19][CH:20]=1)=[O:12])[C:2]1[CH:7]=[CH:6][CH:5]=[CH:4][CH:3]=1. The yield is 0.780. (3) The reactants are OC(C)(C)C[C@@:4]1([C:27]2[CH:32]=[CH:31][CH:30]=[CH:29][CH:28]=2)[O:9][C:8](=[O:10])[N:7]([C@H](C2C=CC(C3C=CN=C(OC)C=3)=CC=2)C)[CH2:6][CH2:5]1.C(=O)([O-])[O-].[K+].[K+].IC.Cl. The catalyst is C(#N)C. The product is [C:27]1([CH:4]2[O:9][C:8](=[O:10])[NH:7][CH2:6][CH2:5]2)[CH:28]=[CH:29][CH:30]=[CH:31][CH:32]=1. The yield is 0.520. (4) The reactants are [OH:1][C@H:2]([C@@H:4]([N:7]1[C:11](=[O:12])[N:10]([C:13]2[CH:18]=[CH:17][C:16]([CH2:19][CH2:20][C:21]([O:23]CC)=[O:22])=[CH:15][CH:14]=2)[CH:9]=[N:8]1)[CH2:5][CH3:6])[CH3:3].[Li+].[OH-].O. The catalyst is C(O)C. The product is [OH:1][C@H:2]([C@@H:4]([N:7]1[C:11](=[O:12])[N:10]([C:13]2[CH:14]=[CH:15][C:16]([CH2:19][CH2:20][C:21]([OH:23])=[O:22])=[CH:17][CH:18]=2)[CH:9]=[N:8]1)[CH2:5][CH3:6])[CH3:3]. The yield is 0.430. (5) The yield is 0.480. The product is [F:1][C:2]1[CH:3]=[C:4]([C:8]2[N:9]=[C:10]([NH2:22])[C:11]([NH2:20])=[N:12][C:13]=2[C:14]2[CH:19]=[CH:18][N:17]=[CH:16][CH:15]=2)[CH:5]=[CH:6][CH:7]=1. The catalyst is N.O. The reactants are [F:1][C:2]1[CH:3]=[C:4]([C:8]2[C:13]([C:14]3[CH:19]=[CH:18][N:17]=[CH:16][CH:15]=3)=[N:12][C:11]3=[N:20]S[N:22]=[C:10]3[N:9]=2)[CH:5]=[CH:6][CH:7]=1. (6) The reactants are [CH:1](N(C(C)C)CC)(C)[CH3:2].[C:10]1([CH3:30])[CH:15]=[C:14]([CH3:16])[CH:13]=[C:12]([CH3:17])[C:11]=1[NH:18][CH:19]=[N:20][C:21]1[C:26]([CH3:27])=[CH:25][C:24]([CH3:28])=[CH:23][C:22]=1[CH3:29].[Cl:31]C(Cl)C. No catalyst specified. The product is [Cl-:31].[C:26]1([CH3:27])[CH:25]=[C:24]([CH3:28])[CH:23]=[C:22]([CH3:29])[C:21]=1[NH+:20]1[CH2:2][CH2:1][N:18]([C:11]2[C:12]([CH3:17])=[CH:13][C:14]([CH3:16])=[CH:15][C:10]=2[CH3:30])[CH2:19]1. The yield is 0.920. (7) The reactants are [Cl:1][C:2]1[CH:14]=[CH:13][C:12]2[C:11]3[C:6](=[CH:7][C:8]([Cl:15])=[CH:9][CH:10]=3)[NH:5][C:4]=2[CH:3]=1.C([O-])([O-])=O.[K+].[K+].Br[CH2:23][CH2:24][CH2:25][CH2:26][CH2:27][CH2:28][CH2:29][CH2:30][CH2:31][CH2:32][CH2:33][CH2:34][CH2:35][CH2:36][CH2:37][CH2:38][CH2:39][CH3:40].O. The catalyst is CC(C)=O. The product is [CH3:40][CH2:39][CH2:38][CH2:37][CH2:36][CH2:35][CH2:34][CH2:33][CH2:32][CH2:31][CH2:30][CH2:29][CH2:28][CH2:27][CH2:26][CH2:25][CH2:24][CH3:23].[Cl:1][C:2]1[CH:14]=[CH:13][C:12]2[C:11]3[C:6](=[CH:7][C:8]([Cl:15])=[CH:9][CH:10]=3)[NH:5][C:4]=2[CH:3]=1. The yield is 0.860. (8) The reactants are [N+:1]([C:4]1[CH:5]=[N:6][CH:7]=[CH:8][C:9]=1[C:10]1[CH2:15][CH:14]([C:16]([F:19])([F:18])[F:17])[CH2:13][C:12](=[O:20])[CH:11]=1)([O-:3])=[O:2].O.O.O.O.O.O.O.[Cl-].[Ce+3].[Cl-].[Cl-].C(O)C.[BH4-].[Na+]. The catalyst is CCOC(C)=O. The product is [N+:1]([C:4]1[CH:5]=[N:6][CH:7]=[CH:8][C:9]=1[C:10]1[CH2:15][C@H:14]([C:16]([F:19])([F:17])[F:18])[CH2:13][C@H:12]([OH:20])[CH:11]=1)([O-:3])=[O:2]. The yield is 0.660. (9) The reactants are [C:1]([Si:5]([CH3:8])([CH3:7])Cl)([CH3:4])([CH3:3])[CH3:2].[NH2:9][C:10]1[CH:31]=[C:30]([CH2:32][N:33]2[CH2:37][CH2:36][C@@H:35]([OH:38])[CH2:34]2)[C:29]([Br:39])=[CH:28][C:11]=1[C:12]([NH:14][CH2:15][C:16]1[CH:21]=[C:20]([Cl:22])[CH:19]=[CH:18][C:17]=1[S:23]([CH2:26][CH3:27])(=[O:25])=[O:24])=[O:13].N1C=CN=C1.O. The catalyst is ClCCl. The product is [NH2:9][C:10]1[CH:31]=[C:30]([CH2:32][N:33]2[CH2:37][CH2:36][C@@H:35]([O:38][Si:5]([C:1]([CH3:4])([CH3:3])[CH3:2])([CH3:8])[CH3:7])[CH2:34]2)[C:29]([Br:39])=[CH:28][C:11]=1[C:12]([NH:14][CH2:15][C:16]1[CH:21]=[C:20]([Cl:22])[CH:19]=[CH:18][C:17]=1[S:23]([CH2:26][CH3:27])(=[O:25])=[O:24])=[O:13]. The yield is 0.940.